From a dataset of Catalyst prediction with 721,799 reactions and 888 catalyst types from USPTO. Predict which catalyst facilitates the given reaction. Reactant: [C:1]([N:8]1[CH2:11][C:10]([OH:12])=[CH:9]1)([O:3][C:4]([CH3:7])([CH3:6])[CH3:5])=[O:2].C(N(CC)CC)C.S(=O)(=O)=O.N1C=CC=CC=1. Product: [O:12]=[C:10]1[CH2:11][N:8]([C:1]([O:3][C:4]([CH3:7])([CH3:6])[CH3:5])=[O:2])[CH2:9]1. The catalyst class is: 583.